This data is from Reaction yield outcomes from USPTO patents with 853,638 reactions. The task is: Predict the reaction yield, written as a fraction of the theoretical maximum amount of product (1.0 means a 100% yield; for example, 0.34 means a 34% yield). (1) The reactants are [Cl-].[Al+3].[Cl-].[Cl-].C[O:6][C:7]1[CH:23]=[CH:22][C:10]2[CH2:11][CH:12]([CH2:17][C:18]([O:20][CH3:21])=[O:19])[C:13](=[O:16])[NH:14][CH2:15][C:9]=2[CH:8]=1.C(S)C. The catalyst is C(Cl)Cl. The product is [OH:6][C:7]1[CH:23]=[CH:22][C:10]2[CH2:11][CH:12]([CH2:17][C:18]([O:20][CH3:21])=[O:19])[C:13](=[O:16])[NH:14][CH2:15][C:9]=2[CH:8]=1. The yield is 0.910. (2) The reactants are F[C:2]1[CH:9]=[CH:8][C:5]([C:6]#[N:7])=[CH:4][CH:3]=1.[CH2:10]([N:17]1[CH2:22][CH2:21][NH:20][CH2:19][CH2:18]1)[C:11]1[CH:16]=[CH:15][CH:14]=[CH:13][CH:12]=1.C(=O)([O-])[O-].[K+].[K+]. The catalyst is CN(C)C=O. The product is [CH2:10]([N:17]1[CH2:22][CH2:21][N:20]([C:2]2[CH:9]=[CH:8][C:5]([C:6]#[N:7])=[CH:4][CH:3]=2)[CH2:19][CH2:18]1)[C:11]1[CH:12]=[CH:13][CH:14]=[CH:15][CH:16]=1. The yield is 0.590. (3) The reactants are [Br:1][C:2]1[CH:3]=[C:4]([N:8]=[C:9]=[S:10])[CH:5]=[CH:6][CH:7]=1.[CH3:11][O:12][CH:13]([O:17][CH3:18])[CH:14]([NH2:16])[CH3:15]. The catalyst is CCO. The product is [Br:1][C:2]1[CH:3]=[C:4]([NH:8][C:9]([NH:16][CH:14]([CH3:15])[CH:13]([O:17][CH3:18])[O:12][CH3:11])=[S:10])[CH:5]=[CH:6][CH:7]=1. The yield is 1.00. (4) The reactants are FC(F)(F)C(O)=O.[C:8]1([C:14]2[CH:19]=[C:18]([CH:20]3[CH2:25][CH2:24][NH:23][CH2:22][CH2:21]3)[CH:17]=[CH:16][C:15]=2[NH:26][C:27]([C:29]2[N:30]([CH2:36][O:37][CH2:38][CH2:39][Si:40]([CH3:43])([CH3:42])[CH3:41])[CH:31]=[C:32]([C:34]#[N:35])[N:33]=2)=[O:28])[CH2:13][CH2:12][CH2:11][CH2:10][CH:9]=1.CCN(C(C)C)C(C)C.ClC(Cl)(O[C:57](=[O:63])OC(Cl)(Cl)Cl)Cl.[NH2:65][CH2:66][CH2:67][OH:68]. The catalyst is C(Cl)Cl.C1COCC1.CCOC(C)=O. The product is [OH:68][CH2:67][CH2:66][NH:65][C:57]([N:23]1[CH2:24][CH2:25][CH:20]([C:18]2[CH:17]=[CH:16][C:15]([NH:26][C:27]([C:29]3[N:30]([CH2:36][O:37][CH2:38][CH2:39][Si:40]([CH3:43])([CH3:42])[CH3:41])[CH:31]=[C:32]([C:34]#[N:35])[N:33]=3)=[O:28])=[C:14]([C:8]3[CH2:13][CH2:12][CH2:11][CH2:10][CH:9]=3)[CH:19]=2)[CH2:21][CH2:22]1)=[O:63]. The yield is 0.830. (5) The reactants are [OH:1][C@@H:2]1[CH2:10][C:9]2[C:4](=[CH:5][CH:6]=[CH:7][CH:8]=2)[C@@H:3]1[NH:11][C:12]([C:14]1[CH:19]=[CH:18][CH:17]=[C:16]([C:20]2[C:28]3[C:23](=[CH:24][CH:25]=[C:26]([C:29]4[N:33]=[CH:32][N:31](C(C5C=CC=CC=5)(C5C=CC=CC=5)C5C=CC=CC=5)[N:30]=4)[CH:27]=3)[N:22](C3CCCCO3)[N:21]=2)[CH:15]=1)=[O:13].Cl.C(=O)(O)[O-].[Na+]. The catalyst is O1CCOCC1. The product is [NH:30]1[C:29]([C:26]2[CH:27]=[C:28]3[C:23](=[CH:24][CH:25]=2)[NH:22][N:21]=[C:20]3[C:16]2[CH:15]=[C:14]([C:12]([NH:11][C@H:3]3[C:4]4[C:9](=[CH:8][CH:7]=[CH:6][CH:5]=4)[CH2:10][C@H:2]3[OH:1])=[O:13])[CH:19]=[CH:18][CH:17]=2)=[N:33][CH:32]=[N:31]1. The yield is 0.120.